Dataset: Forward reaction prediction with 1.9M reactions from USPTO patents (1976-2016). Task: Predict the product of the given reaction. (1) The product is: [OH:24][C:13]1([C:16]2[CH:17]=[N:18][C:19]([O:22][CH3:23])=[CH:20][CH:21]=2)[CH2:14][CH2:15][CH:10]([N:8]2[CH2:9][CH:6]([NH:5][C:3]([CH2:2][NH:1][C:30](=[O:31])[C:29]3[CH:33]=[CH:34][CH:35]=[C:27]([O:25][CH3:26])[CH:28]=3)=[O:4])[CH2:7]2)[CH2:11][CH2:12]1. Given the reactants [NH2:1][CH2:2][C:3]([NH:5][CH:6]1[CH2:9][N:8]([CH:10]2[CH2:15][CH2:14][C:13]([OH:24])([C:16]3[CH:17]=[N:18][C:19]([O:22][CH3:23])=[CH:20][CH:21]=3)[CH2:12][CH2:11]2)[CH2:7]1)=[O:4].[O:25]([C:27]1[CH:28]=[C:29]([CH:33]=[CH:34][CH:35]=1)[C:30](O)=[O:31])[CH3:26].CCN=C=NCCCN(C)C, predict the reaction product. (2) Given the reactants [CH3:1][N:2]1[C:6]([SH:7])=[N:5][N:4]=[N:3]1.[OH-].[Li+].[I-].[Na+].[C:12]([C:16]1[N:21]=[C:20]([N:22]2[CH2:27][CH2:26][N:25]([CH2:28][CH2:29][CH2:30][Cl:31])[CH2:24][CH2:23]2)[CH:19]=[C:18]([CH:32]2[CH2:34][CH2:33]2)[N:17]=1)([CH3:15])([CH3:14])[CH3:13].Cl, predict the reaction product. The product is: [ClH:31].[C:12]([C:16]1[N:17]=[C:18]([CH:32]2[CH2:33][CH2:34]2)[CH:19]=[C:20]([N:22]2[CH2:27][CH2:26][N:25]([CH2:28][CH2:29][CH2:30][S:7][C:6]3[N:2]([CH3:1])[N:3]=[N:4][N:5]=3)[CH2:24][CH2:23]2)[N:21]=1)([CH3:15])([CH3:13])[CH3:14]. (3) Given the reactants [OH:1][CH2:2][CH:3]1[CH2:11][C:7]2[S:8][CH:9]=[CH:10][C:6]=2[CH:5]([OH:12])[CH2:4]1, predict the reaction product. The product is: [OH:1][CH2:2][CH:3]1[CH2:11][C:7]2[S:8][CH:9]=[CH:10][C:6]=2[C:5](=[O:12])[CH2:4]1. (4) Given the reactants [CH3:1]C1(C)CCCC(C)(C)N1.[Li]C(CC)C.[C:16]([O:20][C:21]([N:23]([C:31]1[C:36]([F:37])=[CH:35][CH:34]=[C:33]([Br:38])[C:32]=1[CH3:39])[C:24](=[O:30])[O:25][C:26]([CH3:29])([CH3:28])[CH3:27])=[O:22])([CH3:19])([CH3:18])[CH3:17].IC.[NH4+].[Cl-], predict the reaction product. The product is: [C:16]([O:20][C:21]([N:23]([C:31]1[C:36]([F:37])=[C:35]([CH3:1])[CH:34]=[C:33]([Br:38])[C:32]=1[CH3:39])[C:24](=[O:30])[O:25][C:26]([CH3:29])([CH3:28])[CH3:27])=[O:22])([CH3:17])([CH3:18])[CH3:19]. (5) Given the reactants [C:1]([O:5][C:6]([N:8]1[CH2:12][CH:11]([O:13][CH2:14][C:15]2[CH:20]=[CH:19][CH:18]=[CH:17][CH:16]=2)[CH2:10][CH:9]1[C:21](O)=[O:22])=[O:7])([CH3:4])([CH3:3])[CH3:2].Cl.CCCCCC.C(OCC)(=O)C, predict the reaction product. The product is: [C:1]([O:5][C:6]([N:8]1[CH2:12][CH:11]([O:13][CH2:14][C:15]2[CH:16]=[CH:17][CH:18]=[CH:19][CH:20]=2)[CH2:10][CH:9]1[CH2:21][OH:22])=[O:7])([CH3:4])([CH3:3])[CH3:2].